Dataset: Catalyst prediction with 721,799 reactions and 888 catalyst types from USPTO. Task: Predict which catalyst facilitates the given reaction. (1) Reactant: [NH2:1][C@@H:2]1[C:8](=[O:9])[NH:7][C:6]2[CH:10]=[CH:11][CH:12]=[CH:13][C:5]=2[CH2:4][CH2:3]1.[N:14]([C:21]([O:23][C:24]([CH3:27])([CH3:26])[CH3:25])=[O:22])([CH3:20])[C@H:15]([C:17](O)=[O:18])[CH3:16].O.ON1C2C=CC=CC=2N=N1. Product: [C:24]([O:23][C:21](=[O:22])[N:14]([CH3:20])[C@H:15]([C:17](=[O:18])[NH:1][C@@H:2]1[C:8](=[O:9])[NH:7][C:6]2[CH:10]=[CH:11][CH:12]=[CH:13][C:5]=2[CH2:4][CH2:3]1)[CH3:16])([CH3:25])([CH3:27])[CH3:26]. The catalyst class is: 163. (2) Reactant: CN(C(ON1N=NC2C=CC=NC1=2)=[N+](C)C)C.F[P-](F)(F)(F)(F)F.[NH2:25][C:26]1[CH:31]=[CH:30][CH:29]=[CH:28][CH:27]=1.Cl.[NH2:33][C:34]1[CH:35]=[C:36]([CH:40]=[CH:41][CH:42]=1)[C:37]([OH:39])=O.C(N(CC)C(C)C)(C)C. Product: [NH2:33][C:34]1[CH:35]=[C:36]([CH:40]=[CH:41][CH:42]=1)[C:37]([NH:25][C:26]1[CH:31]=[CH:30][CH:29]=[CH:28][CH:27]=1)=[O:39]. The catalyst class is: 3.